This data is from Forward reaction prediction with 1.9M reactions from USPTO patents (1976-2016). The task is: Predict the product of the given reaction. Given the reactants [Br:1][C:2]1[CH:7]=[CH:6][C:5]([CH2:8][OH:9])=[CH:4][C:3]=1[F:10], predict the reaction product. The product is: [Br:1][C:2]1[CH:7]=[CH:6][C:5]([CH:8]=[O:9])=[CH:4][C:3]=1[F:10].